From a dataset of Full USPTO retrosynthesis dataset with 1.9M reactions from patents (1976-2016). Predict the reactants needed to synthesize the given product. Given the product [Cl:1][C:2]1[CH:3]=[CH:4][C:5]2[N:11]([CH:12]3[CH2:13][CH2:14]3)[C:23](=[O:25])[O:8][C:7](=[O:9])[C:6]=2[CH:10]=1, predict the reactants needed to synthesize it. The reactants are: [Cl:1][C:2]1[CH:3]=[CH:4][C:5]([NH:11][CH:12]2[CH2:14][CH2:13]2)=[C:6]([CH:10]=1)[C:7]([OH:9])=[O:8].C(N(CC)CC)C.Cl[C:23](Cl)([O:25]C(=O)OC(Cl)(Cl)Cl)Cl.CN(C1C=CC=CN=1)C.